Dataset: Full USPTO retrosynthesis dataset with 1.9M reactions from patents (1976-2016). Task: Predict the reactants needed to synthesize the given product. (1) Given the product [NH2:13][C:12]1[C:11]2[C:10](=[CH:9][C:8]([C:6]3[N:7]=[C:2]([NH2:1])[N:3]=[C:4]([NH:17][CH:18]4[CH2:22][CH2:21][CH2:20][CH2:19]4)[CH:5]=3)=[CH:15][CH:14]=2)[NH:25][N:24]=1, predict the reactants needed to synthesize it. The reactants are: [NH2:1][C:2]1[N:7]=[C:6]([C:8]2[CH:15]=[CH:14][C:11]([C:12]#[N:13])=[C:10](F)[CH:9]=2)[CH:5]=[C:4]([NH:17][CH:18]2[CH2:22][CH2:21][CH2:20][CH2:19]2)[N:3]=1.O.[NH2:24][NH2:25]. (2) Given the product [CH3:1][O:2][C:3]1[CH:4]=[CH:5][C:6]([CH2:7][O:8][C@@H:9]([C@@H:84]([CH3:89])/[CH:85]=[CH:86]\[CH:87]=[CH2:88])[C@@H:10]([CH3:83])[C@H:11]([O:75][Si:76]([C:79]([CH3:82])([CH3:81])[CH3:80])([CH3:77])[CH3:78])[CH2:12][CH2:13][CH2:14][CH2:15][C@H:16]([CH3:74])[C@@H:17]([O:66][Si:67]([C:70]([CH3:71])([CH3:72])[CH3:73])([CH3:69])[CH3:68])[C@@H:18]([CH3:65])/[CH:19]=[CH:20]\[C@@H:21]([O:57][Si:58]([C:61]([CH3:62])([CH3:63])[CH3:64])([CH3:60])[CH3:59])[CH2:22][C@H:23]([O:49][Si:50]([C:53]([CH3:54])([CH3:55])[CH3:56])([CH3:52])[CH3:51])[C@H:24]([CH3:48])/[CH:25]=[CH:26]/[CH2:27][OH:28])=[CH:90][CH:91]=1, predict the reactants needed to synthesize it. The reactants are: [CH3:1][O:2][C:3]1[CH:91]=[CH:90][C:6]([CH2:7][O:8][C@@H:9]([C@@H:84]([CH3:89])/[CH:85]=[CH:86]\[CH:87]=[CH2:88])[C@@H:10]([CH3:83])[C@H:11]([O:75][Si:76]([C:79]([CH3:82])([CH3:81])[CH3:80])([CH3:78])[CH3:77])[CH2:12][CH2:13][CH2:14][CH2:15][C@H:16]([CH3:74])[C@@H:17]([O:66][Si:67]([C:70]([CH3:73])([CH3:72])[CH3:71])([CH3:69])[CH3:68])[C@@H:18]([CH3:65])/[CH:19]=[CH:20]\[C@@H:21]([O:57][Si:58]([C:61]([CH3:64])([CH3:63])[CH3:62])([CH3:60])[CH3:59])[CH2:22][C@H:23]([O:49][Si:50]([C:53]([CH3:56])([CH3:55])[CH3:54])([CH3:52])[CH3:51])[C@H:24]([CH3:48])/[CH:25]=[CH:26]/[CH2:27][O:28]C(C2C=CC=CC=2)(C2C=CC=CC=2)C2C=CC=CC=2)=[CH:5][CH:4]=1.